Dataset: Catalyst prediction with 721,799 reactions and 888 catalyst types from USPTO. Task: Predict which catalyst facilitates the given reaction. (1) Reactant: [CH3:1][O:2][C:3]1[C:4]([NH:14][S:15]([C:18]2[S:19][C:20]([C:23]3[CH:28]=[CH:27][C:26]([Cl:29])=[CH:25][CH:24]=3)=[CH:21][CH:22]=2)(=[O:17])=[O:16])=[CH:5][C:6]2[CH2:12][CH2:11][NH:10][CH2:9][CH2:8][C:7]=2[CH:13]=1.[CH2:30](N(CC)CC)C.C=O.C(O[BH-](OC(=O)C)OC(=O)C)(=O)C.[Na+]. Product: [CH3:1][O:2][C:3]1[C:4]([NH:14][S:15]([C:18]2[S:19][C:20]([C:23]3[CH:28]=[CH:27][C:26]([Cl:29])=[CH:25][CH:24]=3)=[CH:21][CH:22]=2)(=[O:16])=[O:17])=[CH:5][C:6]2[CH2:12][CH2:11][N:10]([CH3:30])[CH2:9][CH2:8][C:7]=2[CH:13]=1. The catalyst class is: 26. (2) Product: [CH:2]([O:5][CH:6]1[CH2:11][CH2:10][N:9]([C:34]([C:33]2[CH:32]=[C:31]([CH:39]=[CH:38][CH:37]=2)[CH2:30][C:23]2[C:24]3[CH2:25][CH2:26][CH2:27][CH2:28][C:29]=3[C:20](=[O:19])[NH:21][N:22]=2)=[O:35])[CH2:8][CH2:7]1)([CH3:4])[CH3:3]. The catalyst class is: 3. Reactant: Cl.[CH:2]([O:5][CH:6]1[CH2:11][CH2:10][NH:9][CH2:8][CH2:7]1)([CH3:4])[CH3:3].C(N(CC)CC)C.[O:19]=[C:20]1[C:29]2[CH2:28][CH2:27][CH2:26][CH2:25][C:24]=2[C:23]([CH2:30][C:31]2[CH:32]=[C:33]([CH:37]=[CH:38][CH:39]=2)[C:34](O)=[O:35])=[N:22][NH:21]1.F[P-](F)(F)(F)(F)F.N1(OC(N(C)C)=[N+](C)C)C2C=CC=CC=2N=N1.